This data is from Forward reaction prediction with 1.9M reactions from USPTO patents (1976-2016). The task is: Predict the product of the given reaction. Given the reactants [CH3:1][N:2]1[CH:7]=[CH:6][C:5]2[O:8][C:9]([C:17]3[CH:22]=[CH:21][C:20]([C:23]4([NH:27]C(=O)OC(C)(C)C)[CH2:26][CH2:25][CH2:24]4)=[CH:19][CH:18]=3)=[C:10]([C:11]3[CH:16]=[CH:15][CH:14]=[CH:13][CH:12]=3)[C:4]=2[C:3]1=[O:35].C(O)(C(F)(F)F)=O, predict the reaction product. The product is: [NH2:27][C:23]1([C:20]2[CH:19]=[CH:18][C:17]([C:9]3[O:8][C:5]4[CH:6]=[CH:7][N:2]([CH3:1])[C:3](=[O:35])[C:4]=4[C:10]=3[C:11]3[CH:16]=[CH:15][CH:14]=[CH:13][CH:12]=3)=[CH:22][CH:21]=2)[CH2:24][CH2:25][CH2:26]1.